From a dataset of Catalyst prediction with 721,799 reactions and 888 catalyst types from USPTO. Predict which catalyst facilitates the given reaction. (1) The catalyst class is: 2. Reactant: P(Br)(Br)[Br:2].[CH3:5][O:6][C:7]1[CH:8]=[C:9]([CH2:13]O)[CH:10]=[CH:11][CH:12]=1.O. Product: [Br:2][CH2:13][C:9]1[CH:10]=[CH:11][CH:12]=[C:7]([O:6][CH3:5])[CH:8]=1. (2) Reactant: [C:1]([C:3]1[CH:31]=[CH:30][CH:29]=[CH:28][C:4]=1[CH2:5][N:6]1[CH:10]=[C:9]([C:11]2[CH:16]=[CH:15][N:14]=[C:13](S(C)=O)[N:12]=2)[N:8]([C:20]2[CH:25]=[CH:24][C:23]([F:26])=[CH:22][CH:21]=2)[C:7]1=[O:27])#[N:2].[H-].[Na+].C(O)(=O)[CH2:35][C:36](CC(O)=O)([C:38](O)=O)[OH:37]. Product: [C:1]([C:3]1[CH:31]=[CH:30][CH:29]=[CH:28][C:4]=1[CH2:5][N:6]1[CH:10]=[C:9]([C:11]2[CH:16]=[CH:15][N:14]=[C:13]([O:37][CH:36]([CH3:38])[CH3:35])[N:12]=2)[N:8]([C:20]2[CH:25]=[CH:24][C:23]([F:26])=[CH:22][CH:21]=2)[C:7]1=[O:27])#[N:2]. The catalyst class is: 32.